This data is from Reaction yield outcomes from USPTO patents with 853,638 reactions. The task is: Predict the reaction yield, written as a fraction of the theoretical maximum amount of product (1.0 means a 100% yield; for example, 0.34 means a 34% yield). (1) The reactants are [CH3:1][C:2]1[C:3]([C:23]2[CH:28]=[CH:27][CH:26]=[CH:25][CH:24]=2)=[C:4]([O:14][C:15]2[CH:22]=[CH:21][C:18]([CH:19]=O)=[CH:17][CH:16]=2)[C:5]2[C:10]([CH:11]=1)=[CH:9][C:8]([O:12][CH3:13])=[CH:7][CH:6]=2.C[N:30](C)N.COS(OC)(=O)=O.C([O-])([O-])=O.[K+].[K+]. The catalyst is CO.O. The product is [CH3:1][C:2]1[C:3]([C:23]2[CH:28]=[CH:27][CH:26]=[CH:25][CH:24]=2)=[C:4]([O:14][C:15]2[CH:22]=[CH:21][C:18]([C:19]#[N:30])=[CH:17][CH:16]=2)[C:5]2[C:10]([CH:11]=1)=[CH:9][C:8]([O:12][CH3:13])=[CH:7][CH:6]=2. The yield is 0.620. (2) The reactants are [CH:1]1([CH:7]([NH:24][C:25]2[CH:33]=[CH:32][C:28]([C:29]([OH:31])=O)=[CH:27][CH:26]=2)[C:8]2[CH:12]=[C:11]([C:13]3[CH:18]=[CH:17][C:16]([C:19]([F:22])([F:21])[F:20])=[CH:15][N:14]=3)[O:10][C:9]=2[CH3:23])[CH2:6][CH2:5][CH2:4][CH2:3][CH2:2]1.[CH3:34][NH:35][CH2:36][CH2:37][C:38]([O:40]CC)=[O:39].Cl.C(N=C=NCCCN(C)C)C.O.OC1C2N=NNC=2C=CC=1. The catalyst is CN(C)C=O.C(OCC)(=O)C.C(N(CC)CC)C. The product is [CH:1]1([CH:7]([NH:24][C:25]2[CH:33]=[CH:32][C:28]([C:29]([N:35]([CH3:34])[CH2:36][CH2:37][C:38]([OH:40])=[O:39])=[O:31])=[CH:27][CH:26]=2)[C:8]2[CH:12]=[C:11]([C:13]3[CH:18]=[CH:17][C:16]([C:19]([F:22])([F:21])[F:20])=[CH:15][N:14]=3)[O:10][C:9]=2[CH3:23])[CH2:2][CH2:3][CH2:4][CH2:5][CH2:6]1. The yield is 0.800. (3) The reactants are [C:1]([O:5][C:6](=[O:13])[C@@H:7]([NH2:12])[CH2:8][C:9]([OH:11])=[O:10])([CH3:4])([CH3:3])[CH3:2].[OH-].[Na+].[CH2:16]([O:23][C:24](O[C:24]([O:23][CH2:16][C:17]1[CH:22]=[CH:21][CH:20]=[CH:19][CH:18]=1)=[O:25])=[O:25])[C:17]1[CH:22]=[CH:21][CH:20]=[CH:19][CH:18]=1. The catalyst is O.O1CCOCC1. The product is [C:1]([O:5][C:6](=[O:13])[C@@H:7]([NH:12][C:24]([O:23][CH2:16][C:17]1[CH:22]=[CH:21][CH:20]=[CH:19][CH:18]=1)=[O:25])[CH2:8][C:9]([OH:11])=[O:10])([CH3:4])([CH3:2])[CH3:3]. The yield is 0.500. (4) The product is [Br:15][CH2:14][C:1]1[CH:2]=[C:3]([C:7]2([C:10]([F:12])([F:11])[F:13])[N:9]=[N:8]2)[CH:4]=[CH:5][CH:6]=1. The reactants are [C:1]1([CH3:14])[CH:6]=[CH:5][CH:4]=[C:3]([C:7]2([C:10]([F:13])([F:12])[F:11])[N:9]=[N:8]2)[CH:2]=1.[Br:15]N1C(=O)CCC1=O.CC(N=NC(C#N)(C)C)(C#N)C. The catalyst is C(Cl)(Cl)(Cl)Cl. The yield is 0.540. (5) The reactants are [H-].[Na+].[NH2:3][C:4]1[N:8]([CH2:9][C:10]2[CH:15]=[CH:14][CH:13]=[CH:12][CH:11]=2)[N:7]=[CH:6][C:5]=1C(OCC)=O.F[C:22]1[CH:27]=[CH:26][CH:25]=[CH:24][C:23]=1[N+:28]([O-:30])=[O:29].[OH:31]S([O-])(=O)=O.[K+].C1[CH2:41][O:40][CH2:39][CH2:38]1. No catalyst specified. The product is [CH2:9]([N:8]1[C:4]([NH:3][C:22]2[CH:27]=[CH:26][CH:25]=[CH:24][C:23]=2[N+:28]([O-:30])=[O:29])=[CH:5][C:6]([C:41]([O:40][CH2:39][CH3:38])=[O:31])=[N:7]1)[C:10]1[CH:11]=[CH:12][CH:13]=[CH:14][CH:15]=1. The yield is 0.760.